This data is from Forward reaction prediction with 1.9M reactions from USPTO patents (1976-2016). The task is: Predict the product of the given reaction. (1) Given the reactants CCN(C(C)C)C(C)C.OC(C(F)(F)F)=O.[NH2:17][CH2:18][C:19]([N:21]1[CH2:26][CH2:25][N:24]([C:27](=[O:38])[C:28]2[CH:33]=[CH:32][CH:31]=[CH:30][C:29]=2[C:34]([F:37])([F:36])[F:35])[CH2:23][CH2:22]1)=[O:20].C1C=CC2N(O)N=NC=2C=1.CCN=C=NCCCN(C)C.[F:60][C:61]([F:77])([F:76])[C:62]1[CH:63]=[C:64]([C:68]2[O:72][C:71]([C:73](O)=[O:74])=[CH:70][CH:69]=2)[CH:65]=[CH:66][CH:67]=1, predict the reaction product. The product is: [O:20]=[C:19]([N:21]1[CH2:22][CH2:23][N:24]([C:27](=[O:38])[C:28]2[CH:33]=[CH:32][CH:31]=[CH:30][C:29]=2[C:34]([F:37])([F:35])[F:36])[CH2:25][CH2:26]1)[CH2:18][NH:17][C:73]([C:71]1[O:72][C:68]([C:64]2[CH:65]=[CH:66][CH:67]=[C:62]([C:61]([F:77])([F:60])[F:76])[CH:63]=2)=[CH:69][CH:70]=1)=[O:74]. (2) The product is: [CH:15]1([O:14][C:7]2[C:8]([O:12][CH3:13])=[CH:9][CH:10]=[C:11]3[C:6]=2[NH:5][C:4](=[O:20])[CH:3]=[C:2]3[NH:1][C:29]2[C:28]([Cl:31])=[CH:27][N:26]=[CH:25][C:24]=2[Cl:23])[CH2:19][CH2:18][CH2:17][CH2:16]1. Given the reactants [NH2:1][C:2]1[C:11]2[C:6](=[C:7]([O:14][CH:15]3[CH2:19][CH2:18][CH2:17][CH2:16]3)[C:8]([O:12][CH3:13])=[CH:9][CH:10]=2)[NH:5][C:4](=[O:20])[CH:3]=1.[H-].[Na+].[Cl:23][C:24]1[CH:25]=[N:26][CH:27]=[C:28]([Cl:31])[C:29]=1Cl.OP([O-])(O)=O.[K+], predict the reaction product. (3) Given the reactants [CH2:1]([O:8][C:9]1[CH:10]=[CH:11][C:12](Br)=[N:13][CH:14]=1)[C:2]1[CH:7]=[CH:6][CH:5]=[CH:4][CH:3]=1.[NH2:16][C:17]1[CH:22]=[CH:21][CH:20]=[CH:19][N:18]=1.C(O[K])(C)(C)C, predict the reaction product. The product is: [CH2:1]([O:8][C:9]1[CH:10]=[CH:11][C:12]([NH:16][C:17]2[CH:22]=[CH:21][CH:20]=[CH:19][N:18]=2)=[N:13][CH:14]=1)[C:2]1[CH:7]=[CH:6][CH:5]=[CH:4][CH:3]=1.